Dataset: Forward reaction prediction with 1.9M reactions from USPTO patents (1976-2016). Task: Predict the product of the given reaction. (1) Given the reactants C(N(C(C)C)CC)(C)C.[F:10][C:11]1[CH:16]=[CH:15][C:14]([CH2:17][NH2:18])=[CH:13][CH:12]=1.[C:19](=[O:30])([O:25][C:26](Cl)(Cl)Cl)OC(Cl)(Cl)Cl.O[C@H]1[CH2:51][N:35]2[C:36](=[O:50])[N:37]([C:39]3[CH:44]=[CH:43][C:42]([O:45][C:46]([F:49])([F:48])[F:47])=[CH:41][CH:40]=3)[CH2:38][C@@H:34]2[CH2:33]1, predict the reaction product. The product is: [O:50]=[C:36]1[N:35]2[CH2:51][C@H:26]([O:25][C:19](=[O:30])[NH:18][CH2:17][C:14]3[CH:15]=[CH:16][C:11]([F:10])=[CH:12][CH:13]=3)[CH2:33][C@H:34]2[CH2:38][N:37]1[C:39]1[CH:40]=[CH:41][C:42]([O:45][C:46]([F:49])([F:47])[F:48])=[CH:43][CH:44]=1. (2) The product is: [OH:1][C:2]1[C:3]([C:16]([NH:18][CH2:19][C:20]2[CH:25]=[CH:24][N:23]=[CH:22][CH:21]=2)=[O:17])=[CH:4][N:5]([CH2:9][C:10]2[CH:11]=[CH:12][CH:13]=[CH:14][CH:15]=2)[C:6](=[O:8])[C:7]=1[C:68]([NH:67][CH2:66][C:41]([OH:43])=[O:42])=[O:69]. Given the reactants [OH:1][C:2]1[C:3]([C:16]([NH:18][CH2:19][C:20]2[CH:25]=[CH:24][N:23]=[CH:22][CH:21]=2)=[O:17])=[CH:4][N:5]([CH2:9][C:10]2[CH:15]=[CH:14][CH:13]=[CH:12][CH:11]=2)[C:6](=[O:8])[CH:7]=1.OC1C([C:41]([OH:43])=[O:42])=CN(CC2C=CC=CC=2)C(=O)C=1.C(Cl)CCl.C1C=CC2N(O)N=NC=2C=1.N1C=CC(CN)=CC=1.[CH3:66][N:67](C)[CH:68]=[O:69], predict the reaction product.